Dataset: Volume of distribution at steady state (VDss) regression data from Lombardo et al.. Task: Regression/Classification. Given a drug SMILES string, predict its absorption, distribution, metabolism, or excretion properties. Task type varies by dataset: regression for continuous measurements (e.g., permeability, clearance, half-life) or binary classification for categorical outcomes (e.g., BBB penetration, CYP inhibition). For this dataset (vdss_lombardo), we predict log10(VDss) (log10 of volume of distribution in L/kg). (1) The compound is COC(C(=O)N1Cc2[nH]nc(NC(=O)c3ccc(N4CC[NH+](C)CC4)cc3)c2C1)c1ccccc1. The log10(VDss) is 0.400. (2) The compound is O=C1Cc2cc(CCN3CCN(c4nsc5ccccc45)CC3)c(Cl)cc2N1. The log10(VDss) is 0. (3) The compound is CC1(C)[C@@H](O[C@@H]2O[C@@H](C(=O)[O-])[C@H](O)[C@@H](O)[C@@H]2O[C@H]2O[C@@H](C(=O)[O-])[C@H](O)[C@@H](O)[C@@H]2O)CC[C@@]2(C)[C@H]1CC[C@]1(C)[C@@H]2C(=O)C=C2[C@@H]3C[C@@](C)(C(=O)[O-])CC[C@]3(C)CC[C@]21C. The log10(VDss) is -1.22. (4) The drug is C[N+]1(C)C2CC(OC(=O)C(O)(c3cccs3)c3cccs3)CC1C1OC12. The log10(VDss) is 1.51.